This data is from Full USPTO retrosynthesis dataset with 1.9M reactions from patents (1976-2016). The task is: Predict the reactants needed to synthesize the given product. (1) Given the product [Cl:17][C:14]1[CH:13]=[CH:12][C:11]([C:8]2[S:9][CH:10]=[C:6]([CH2:5][CH2:4][OH:3])[N:7]=2)=[CH:16][CH:15]=1, predict the reactants needed to synthesize it. The reactants are: C([O:3][C:4](=O)[CH2:5][C:6]1[N:7]=[C:8]([C:11]2[CH:16]=[CH:15][C:14]([Cl:17])=[CH:13][CH:12]=2)[S:9][CH:10]=1)C.CC(C[AlH]CC(C)C)C.[C@H](O)(C([O-])=O)[C@@H](O)C([O-])=O.[Na+].[K+]. (2) Given the product [C:1]([C:5]1[CH:10]=[CH:9][C:8]([C:11]2[CH:16]=[CH:15][C:14]([C:17](=[O:24])[CH2:18][CH2:19][C:20]([OH:22])=[O:21])=[CH:13][CH:12]=2)=[CH:7][CH:6]=1)([CH3:4])([CH3:2])[CH3:3], predict the reactants needed to synthesize it. The reactants are: [C:1]([C:5]1[CH:10]=[CH:9][C:8]([C:11]2[CH:16]=[CH:15][C:14]([C:17](=[O:24])[CH2:18][CH2:19][C:20]([O:22]C)=[O:21])=[CH:13][CH:12]=2)=[CH:7][CH:6]=1)([CH3:4])([CH3:3])[CH3:2].[OH-].[Na+]. (3) Given the product [CH:22]1([C:14]([OH:15])([C:16]2[CH:21]=[CH:20][CH:19]=[CH:18][N:17]=2)[CH:11]2[CH2:12][CH2:13][N:8]([CH2:1][CH2:48][CH2:49][O:50][C:51]3[CH:52]=[CH:53][C:54]([S:57]([NH2:60])(=[O:59])=[O:58])=[CH:55][CH:56]=3)[CH2:9][CH2:10]2)[CH2:23][CH2:24][CH2:25][CH2:26]1, predict the reactants needed to synthesize it. The reactants are: [CH2:1]([N:8]1[CH2:13][CH2:12][CH:11]([C:14]([CH:22]2[CH2:26][CH2:25][CH2:24][CH2:23]2)([C:16]2[CH:21]=[CH:20][CH:19]=[CH:18][N:17]=2)[OH:15])[CH2:10][CH2:9]1)C1C=CC=CC=1.C1(C(C2CCNCC2)(C2C=CC=CN=2)O)CCCC1.ClC[CH2:48][CH2:49][O:50][C:51]1[CH:56]=[CH:55][C:54]([S:57]([NH2:60])(=[O:59])=[O:58])=[CH:53][CH:52]=1.C([O-])([O-])=O.[K+].[K+]. (4) Given the product [CH2:13]([N:10]1[CH:8]=[C:7]([CH2:6][CH2:5][CH2:4][CH2:3][CH2:2][CH2:1][OH:9])[N:12]=[N:11]1)[C:14]1[CH:19]=[CH:18][CH:17]=[CH:16][CH:15]=1, predict the reactants needed to synthesize it. The reactants are: [CH2:1]([OH:9])[CH2:2][CH2:3][CH2:4][CH2:5][CH2:6][C:7]#[CH:8].[N:10]([CH2:13][C:14]1[CH:19]=[CH:18][CH:17]=[CH:16][CH:15]=1)=[N+:11]=[N-:12].O=C1O[C@H]([C@H](CO)O)C([O-])=C1O.[Na+].Cl.[Na+].[Cl-]. (5) Given the product [NH2:1][C:2]1[N:3]=[C:4]([C:13]2[O:41][CH:15]=[CH:16][CH:17]=2)[C:5]([C:11]#[N:12])=[C:6]([NH:27][CH2:26][C:25]2[CH:24]=[CH:23][C:22]([C:19]([CH3:21])=[CH2:20])=[CH:29][CH:28]=2)[N:7]=1, predict the reactants needed to synthesize it. The reactants are: [NH2:1][C:2]1[N:7]=[C:6](S(C)=O)[C:5]([C:11]#[N:12])=[C:4]([C:13]2S[CH:15]=[CH:16][CH:17]=2)[N:3]=1.Cl.[C:19]([C:22]1[CH:29]=[CH:28][C:25]([CH2:26][NH2:27])=[CH:24][CH:23]=1)([CH3:21])=[CH2:20].C1CCN2C(=NCCC2)CC1.[OH2:41]. (6) Given the product [C:1]([O:6][C:7]1[CH:12]=[CH:11][C:10]([C:13]2[C:22]3[C:21](=[O:23])[NH:20][C:19]4[CH:24]=[C:25]([N:28]5[CH2:33][CH2:32][NH:31][CH2:30][CH2:29]5)[CH:26]=[CH:27][C:18]=4[C:17]=3[C:16]3[C:34]([CH3:37])=[N:35][NH:36][C:15]=3[N:14]=2)=[CH:9][CH:8]=1)(=[O:3])[CH3:2], predict the reactants needed to synthesize it. The reactants are: [C:1](Cl)(=[O:3])[CH3:2].Br.[OH:6][C:7]1[CH:12]=[CH:11][C:10]([C:13]2[C:22]3[C:21](=[O:23])[NH:20][C:19]4[CH:24]=[C:25]([N:28]5[CH2:33][CH2:32][NH:31][CH2:30][CH2:29]5)[CH:26]=[CH:27][C:18]=4[C:17]=3[C:16]3[C:34]([CH3:37])=[N:35][NH:36][C:15]=3[N:14]=2)=[CH:9][CH:8]=1. (7) Given the product [CH3:1][O:2][CH2:3][CH2:4][C:5]1[CH:9]=[CH:8][NH:7][N:6]=1, predict the reactants needed to synthesize it. The reactants are: [CH3:1][O:2][CH2:3][CH2:4][C:5]1[C:9](C)=[CH:8][NH:7][N:6]=1.N1C=CC=N1. (8) Given the product [ClH:29].[CH:18]12[CH2:26][CH:22]3[CH2:21][CH:20]([CH2:25][CH:24]([CH2:23]3)[CH:17]1[NH:16][C:15]([CH:11]1[CH2:12][CH2:13][CH2:14][N:10]1[CH2:9][CH2:8][NH2:7])=[O:27])[CH2:19]2, predict the reactants needed to synthesize it. The reactants are: C(OC(=O)[NH:7][CH2:8][CH2:9][N:10]1[CH2:14][CH2:13][CH2:12][CH:11]1[C:15](=[O:27])[NH:16][CH:17]1[CH:24]2[CH2:25][CH:20]3[CH2:21][CH:22]([CH2:26][CH:18]1[CH2:19]3)[CH2:23]2)(C)(C)C.[ClH:29].C(OCC)C. (9) Given the product [CH3:12][N:13]1[CH2:14][CH:15]=[C:16]([C:6]2[C:5]3[C:9](=[CH:10][CH:11]=[C:3]([C:1]#[N:2])[CH:4]=3)[NH:8][CH:7]=2)[CH2:17][CH2:18]1, predict the reactants needed to synthesize it. The reactants are: [C:1]([C:3]1[CH:4]=[C:5]2[C:9](=[CH:10][CH:11]=1)[NH:8][CH:7]=[CH:6]2)#[N:2].[CH3:12][N:13]1[CH2:18][CH2:17][C:16](=O)[CH2:15][CH2:14]1.N1CCCC1.N. (10) Given the product [CH3:2][N:3]([CH3:21])[C:4]1([C:14]2[CH:15]=[C:16]([CH3:20])[CH:17]=[CH:18][CH:19]=2)[CH2:13][CH2:12][C:7](=[O:8])[CH2:6][CH2:5]1, predict the reactants needed to synthesize it. The reactants are: Cl.[CH3:2][N:3]([CH3:21])[C:4]1([C:14]2[CH:15]=[C:16]([CH3:20])[CH:17]=[CH:18][CH:19]=2)[CH2:13][CH2:12][C:7]2(OCC[O:8]2)[CH2:6][CH2:5]1.Cl.